This data is from NCI-60 drug combinations with 297,098 pairs across 59 cell lines. The task is: Regression. Given two drug SMILES strings and cell line genomic features, predict the synergy score measuring deviation from expected non-interaction effect. (1) Drug 1: C1CN1C2=NC(=NC(=N2)N3CC3)N4CC4. Drug 2: CC1C(C(CC(O1)OC2CC(CC3=C2C(=C4C(=C3O)C(=O)C5=CC=CC=C5C4=O)O)(C(=O)C)O)N)O. Cell line: HL-60(TB). Synergy scores: CSS=45.9, Synergy_ZIP=-3.11, Synergy_Bliss=-4.15, Synergy_Loewe=-2.28, Synergy_HSA=0.851. (2) Drug 1: CC(CN1CC(=O)NC(=O)C1)N2CC(=O)NC(=O)C2. Drug 2: C1=CC(=CC=C1CC(C(=O)O)N)N(CCCl)CCCl.Cl. Cell line: BT-549. Synergy scores: CSS=27.3, Synergy_ZIP=1.06, Synergy_Bliss=10.3, Synergy_Loewe=9.51, Synergy_HSA=9.80. (3) Synergy scores: CSS=1.16, Synergy_ZIP=0.181, Synergy_Bliss=1.02, Synergy_Loewe=-26.0, Synergy_HSA=-3.40. Drug 2: C1=NC2=C(N=C(N=C2N1C3C(C(C(O3)CO)O)O)F)N. Cell line: MDA-MB-435. Drug 1: CN(C)N=NC1=C(NC=N1)C(=O)N.